Dataset: Forward reaction prediction with 1.9M reactions from USPTO patents (1976-2016). Task: Predict the product of the given reaction. (1) Given the reactants [Cl:1][C:2]1[CH:7]=[CH:6][C:5]([C:8]2[CH:12]([C:13]3[CH:18]=[CH:17][CH:16]=[CH:15][CH:14]=3)[CH2:11][N:10]([C:19]([NH2:21])=[NH:20])[N:9]=2)=[CH:4][CH:3]=1.[C:22]1([C:32](Cl)=[O:33])[C:31]2[C:26](=[CH:27][CH:28]=[CH:29][CH:30]=2)[CH:25]=[CH:24][CH:23]=1.C(N(CC)CC)C.[OH-].[Na+], predict the reaction product. The product is: [Cl:1][C:2]1[CH:3]=[CH:4][C:5]([C:8]2[CH:12]([C:13]3[CH:18]=[CH:17][CH:16]=[CH:15][CH:14]=3)[CH2:11][N:10]([C:19]([NH:21][C:32]([C:22]3[C:31]4[C:26](=[CH:27][CH:28]=[CH:29][CH:30]=4)[CH:25]=[CH:24][CH:23]=3)=[O:33])=[NH:20])[N:9]=2)=[CH:6][CH:7]=1. (2) Given the reactants [Br:1][C:2]1[C:3]2[CH:4]3[CH2:22][CH:5]3[C:6](=[O:21])[N:7](CC3C=CC(OC)=CC=3)[C:8]=2[CH:9]=[CH:10][CH:11]=1.O=[N+]([O-])[O-].[O-][N+](=O)[O-].[O-][N+](=O)[O-].[O-][N+](=O)[O-].[O-][N+](=O)[O-].[O-][N+](=O)[O-].[Ce+4].[NH4+].[NH4+], predict the reaction product. The product is: [Br:1][C:2]1[C:3]2[CH:4]3[CH2:22][CH:5]3[C:6](=[O:21])[NH:7][C:8]=2[CH:9]=[CH:10][CH:11]=1. (3) The product is: [F:31][C:29]1([F:32])[CH2:30][CH:27]([C:23]2[N:19]3[CH:20]=[CH:21][N:22]=[C:17]([NH2:6])[C:18]3=[C:25]([I:26])[N:24]=2)[CH2:28]1. Given the reactants C1(C2N3C=CN=C(N)C3=C(I)[N:6]=2)CCC1.Cl[C:17]1[C:18]2[N:19]([C:23]([CH:27]3[CH2:30][C:29]([F:32])([F:31])[CH2:28]3)=[N:24][C:25]=2[I:26])[CH:20]=[CH:21][N:22]=1, predict the reaction product.